Dataset: Reaction yield outcomes from USPTO patents with 853,638 reactions. Task: Predict the reaction yield, written as a fraction of the theoretical maximum amount of product (1.0 means a 100% yield; for example, 0.34 means a 34% yield). (1) The reactants are [C:1]([C@H:3]1[CH2:8][CH2:7][CH2:6][C@H:5]([O:9]C(=O)C2C=CC=CC=2)[CH2:4]1)#[N:2].O(C)[Na]. The catalyst is CO. The product is [OH:9][C@H:5]1[CH2:6][CH2:7][CH2:8][C@H:3]([C:1]#[N:2])[CH2:4]1. The yield is 0.780. (2) The reactants are C(Cl)(Cl)Cl.[F:5][C:6]1[CH:7]=[C:8]([CH:12]2[C:16]([OH:17])=[C:15]([C:18]([CH3:20])=[O:19])[CH2:14][S:13]2)[CH:9]=[CH:10][CH:11]=1.S(Cl)(Cl)(=O)=O. The catalyst is O. The product is [F:5][C:6]1[CH:7]=[C:8]([C:12]2[S:13][CH:14]=[C:15]([C:18]([CH3:20])=[O:19])[C:16]=2[OH:17])[CH:9]=[CH:10][CH:11]=1. The yield is 0.440. (3) The reactants are [C:1]([C:3]1[CH:4]=[C:5]([NH:9][C:10]([C:12]2[C:20]3[C:15](=[N:16][CH:17]=[C:18]([CH:21]4[CH2:23][CH2:22]4)[N:19]=3)[N:14](COCC[Si](C)(C)C)[CH:13]=2)=[O:11])[CH:6]=[CH:7][CH:8]=1)#[N:2].FC(F)(F)C(O)=O.C([O-])(O)=O.[Na+]. The catalyst is C(Cl)Cl. The product is [C:1]([C:3]1[CH:4]=[C:5]([NH:9][C:10]([C:12]2[C:20]3[C:15](=[N:16][CH:17]=[C:18]([CH:21]4[CH2:23][CH2:22]4)[N:19]=3)[NH:14][CH:13]=2)=[O:11])[CH:6]=[CH:7][CH:8]=1)#[N:2]. The yield is 0.280. (4) The yield is 0.900. The product is [CH3:19][O:18][CH:15]1[CH2:16][CH2:17][N:13]([C:9]2[CH:8]=[C:7]([S:20]([O-:22])=[O:21])[CH:12]=[CH:11][CH:10]=2)[CH2:14]1.[Li+:5]. The reactants are C([Li:5])CCC.Br[C:7]1[CH:8]=[C:9]([N:13]2[CH2:17][CH2:16][CH:15]([O:18][CH3:19])[CH2:14]2)[CH:10]=[CH:11][CH:12]=1.[S:20](=[O:22])=[O:21]. The catalyst is O1CCCC1. (5) The reactants are [Cl:1][C:2]1[CH:3]=[C:4]([C:9]([N:11]2[CH2:16][CH2:15][CH2:14][CH:13]([CH2:17][CH2:18][CH3:19])[CH2:12]2)=[O:10])[CH:5]=[N:6][C:7]=1Cl.[NH2:20][C:21]1[CH:22]=[N:23][C:24]([CH3:27])=[CH:25][CH:26]=1.C1C=CC(P(C2C(C3C(P(C4C=CC=CC=4)C4C=CC=CC=4)=CC=C4C=3C=CC=C4)=C3C(C=CC=C3)=CC=2)C2C=CC=CC=2)=CC=1.C(=O)([O-])[O-].[K+].[K+]. The catalyst is C1(C)C=CC=CC=1.CC([O-])=O.CC([O-])=O.[Pd+2].CCOC(C)=O. The product is [Cl:1][C:2]1[CH:3]=[C:4]([C:9]([N:11]2[CH2:16][CH2:15][CH2:14][CH:13]([CH2:17][CH2:18][CH3:19])[CH2:12]2)=[O:10])[CH:5]=[N:6][C:7]=1[NH:20][C:21]1[CH:22]=[N:23][C:24]([CH3:27])=[CH:25][CH:26]=1. The yield is 0.230. (6) The reactants are [CH2:1]([O:8][C:9]1[C:18](=[O:19])[N:17]2[C:12]([C:13]([CH3:21])([CH3:20])[O:14][CH2:15][CH2:16]2)=[N:11][C:10]=1[C:22]([NH:24][CH:25]([C:34]#[N:35])[CH2:26][C:27]1[CH:32]=[CH:31][C:30]([F:33])=[CH:29][CH:28]=1)=O)[C:2]1[CH:7]=[CH:6][CH:5]=[CH:4][CH:3]=1.C(Cl)(Cl)(Cl)[Cl:37].C1C=CC(P(C2C=CC=CC=2)C2C=CC=CC=2)=CC=1. The catalyst is C(#N)C.CCOCC. The product is [CH2:1]([O:8][C:9]1[C:18](=[O:19])[N:17]2[C:12]([C:13]([CH3:20])([CH3:21])[O:14][CH2:15][CH2:16]2)=[N:11][C:10]=1[C:22]1[NH:24][C:25]([CH2:26][C:27]2[CH:28]=[CH:29][C:30]([F:33])=[CH:31][CH:32]=2)=[C:34]([Cl:37])[N:35]=1)[C:2]1[CH:7]=[CH:6][CH:5]=[CH:4][CH:3]=1. The yield is 0.640.